From a dataset of Full USPTO retrosynthesis dataset with 1.9M reactions from patents (1976-2016). Predict the reactants needed to synthesize the given product. (1) Given the product [NH2:1][C:4]1[C:13]([O:14][CH:15]2[CH2:20][CH2:19][O:18][CH2:17][CH2:16]2)=[CH:12][CH:11]=[CH:10][C:5]=1[C:6]([O:8][CH3:9])=[O:7], predict the reactants needed to synthesize it. The reactants are: [N+:1]([C:4]1[C:13]([O:14][CH:15]2[CH2:20][CH2:19][O:18][CH2:17][CH2:16]2)=[CH:12][CH:11]=[CH:10][C:5]=1[C:6]([O:8][CH3:9])=[O:7])([O-])=O.C(OCC)(=O)C. (2) Given the product [F:29][C:26]1[CH:27]=[CH:28][C:23]([CH:13]([N:14]2[CH2:15][CH2:16][N:17]([CH:20]([CH3:22])[CH3:21])[CH2:18][CH2:19]2)[CH2:12][N:9]2[CH2:10][CH2:11][NH:6][CH2:7][CH2:8]2)=[CH:24][CH:25]=1, predict the reactants needed to synthesize it. The reactants are: C(OC([N:6]1[CH2:11][CH2:10][N:9]([CH2:12][CH:13]([C:23]2[CH:28]=[CH:27][C:26]([F:29])=[CH:25][CH:24]=2)[N:14]2[CH2:19][CH2:18][N:17]([CH:20]([CH3:22])[CH3:21])[CH2:16][CH2:15]2)[CH2:8][CH2:7]1)=O)C.[OH-].[K+].O. (3) Given the product [CH:20]1[CH:19]=[CH:18][CH:17]=[C:16]2[C:21]=1[C:22]1[C:9]([C:10]3[C:15]2=[CH:14][CH:13]=[CH:12][CH:11]=3)=[CH:8][C:7]2=[C:24]3[C:4]([CH:5]=[C:6]2[CH:23]=1)=[CH:3][C:2]([N:50]1[C:49]2[CH:48]=[CH:47][CH:46]=[CH:45][C:44]=2[C:43]2[C:51]1=[CH:39][CH:40]=[CH:41][CH:42]=2)=[CH:26][C:25]13[C:27]2[CH:28]=[CH:29][CH:30]=[CH:31][C:32]=2[C:33]2[C:38]1=[CH:37][CH:36]=[CH:35][CH:34]=2, predict the reactants needed to synthesize it. The reactants are: Br[C:2]1[CH:3]=[C:4]2[C:24]([C:25]3([C:38]4[CH:37]=[CH:36][CH:35]=[CH:34][C:33]=4[C:32]4[C:27]3=[CH:28][CH:29]=[CH:30][CH:31]=4)[CH:26]=1)=[C:7]1[CH:8]=[C:9]3[C:22](=[CH:23][C:6]1=[CH:5]2)[C:21]1[C:16](=[CH:17][CH:18]=[CH:19][CH:20]=1)[C:15]1[C:10]3=[CH:11][CH:12]=[CH:13][CH:14]=1.[CH:39]1[C:51]2[NH:50][C:49]3[C:44](=[CH:45][CH:46]=[CH:47][CH:48]=3)[C:43]=2[CH:42]=[CH:41][CH:40]=1.CC(C)([O-])C.[Na+]. (4) Given the product [C:1]([C:3]1[CH:8]=[CH:7][C:6]([C@@H:9]2[C:14]([C:15]#[N:16])=[C:13]([CH3:17])[N:12]([C:18]3[CH:23]=[CH:22][CH:21]=[C:20]([C:24]([F:27])([F:26])[F:25])[CH:19]=3)[C:11](=[O:28])[N:10]2[S:37]([CH3:36])(=[O:39])=[O:38])=[C:5]([S:29]([CH2:32][CH3:33])(=[O:31])=[O:30])[CH:4]=1)#[N:2], predict the reactants needed to synthesize it. The reactants are: [C:1]([C:3]1[CH:8]=[CH:7][C:6]([C@@H:9]2[C:14]([C:15]#[N:16])=[C:13]([CH3:17])[N:12]([C:18]3[CH:23]=[CH:22][CH:21]=[C:20]([C:24]([F:27])([F:26])[F:25])[CH:19]=3)[C:11](=[O:28])[NH:10]2)=[C:5]([S:29]([CH2:32][CH3:33])(=[O:31])=[O:30])[CH:4]=1)#[N:2].[H-].[Na+].[CH3:36][S:37](Cl)(=[O:39])=[O:38]. (5) The reactants are: Br[C:2]1[CH:3]=[CH:4][CH:5]=[C:6]2[C:10]=1[NH:9][N:8]=[C:7]2[NH2:11].[B:12]1([B:12]2[O:16][C:15]([CH3:18])([CH3:17])[C:14]([CH3:20])([CH3:19])[O:13]2)[O:16][C:15]([CH3:18])([CH3:17])[C:14]([CH3:20])([CH3:19])[O:13]1. Given the product [CH3:19][C:14]1([CH3:20])[C:15]([CH3:18])([CH3:17])[O:16][B:12]([C:2]2[CH:3]=[CH:4][CH:5]=[C:6]3[C:10]=2[NH:9][N:8]=[C:7]3[NH2:11])[O:13]1, predict the reactants needed to synthesize it.